Dataset: Reaction yield outcomes from USPTO patents with 853,638 reactions. Task: Predict the reaction yield, written as a fraction of the theoretical maximum amount of product (1.0 means a 100% yield; for example, 0.34 means a 34% yield). The reactants are [Cl:1][C:2]1[CH:3]=[CH:4][C:5]([OH:11])=[C:6]([C:8](=[O:10])[CH3:9])[CH:7]=1.CO[CH:14](OC)[N:15]([CH3:17])[CH3:16]. The catalyst is CC(O)C. The product is [Cl:1][C:2]1[CH:3]=[CH:4][C:5]([OH:11])=[C:6]([C:8](=[O:10])/[CH:9]=[CH:14]/[N:15]([CH3:17])[CH3:16])[CH:7]=1. The yield is 0.720.